From a dataset of Catalyst prediction with 721,799 reactions and 888 catalyst types from USPTO. Predict which catalyst facilitates the given reaction. (1) Reactant: C(OC([N:8]1[CH2:13][CH2:12][N:11]([C:14]2[N:22]([CH2:23][C:24]3[CH:29]=[CH:28][CH:27]=[CH:26][CH:25]=3)[C:21]3[C:20](=[O:30])[NH:19][C:18](=[O:31])[N:17]([CH3:32])[C:16]=3[C:15]=2[C:33]#[N:34])[CH2:10][CH2:9]1)=O)(C)(C)C.IC.[C:37](=O)([O-])[O-].[K+].[K+].C(O)(C(F)(F)F)=O.C(Cl)[Cl:51]. Product: [ClH:51].[CH3:32][N:17]1[C:16]2[C:15]([C:33]#[N:34])=[C:14]([N:11]3[CH2:12][CH2:13][NH:8][CH2:9][CH2:10]3)[N:22]([CH2:23][C:24]3[CH:25]=[CH:26][CH:27]=[CH:28][CH:29]=3)[C:21]=2[C:20](=[O:30])[N:19]([CH3:37])[C:18]1=[O:31]. The catalyst class is: 3. (2) Reactant: [OH:1][C:2]1[C:9]([CH3:10])=[CH:8][C:5]([C:6]#[N:7])=[CH:4][C:3]=1[CH3:11].C(N(CC)CC)C.[F:19][C:20]([F:39])([F:38])[S:21](N(C1C=CC=CC=1)[S:21]([C:20]([F:39])([F:38])[F:19])(=[O:23])=[O:22])(=[O:23])=[O:22]. Product: [F:19][C:20]([F:39])([F:38])[S:21]([O:1][C:2]1[C:3]([CH3:11])=[CH:4][C:5]([C:6]#[N:7])=[CH:8][C:9]=1[CH3:10])(=[O:23])=[O:22]. The catalyst class is: 2. (3) Reactant: [CH2:1]([O:8][C:9]1[CH:16]=[CH:15][C:12]([CH:13]=O)=[CH:11][CH:10]=1)[C:2]1[CH:7]=[CH:6][CH:5]=[CH:4][CH:3]=1.C[O-].[Na+].[N+:20]([CH3:23])([O-:22])=[O:21].Cl. Product: [CH2:1]([O:8][C:9]1[CH:16]=[CH:15][C:12](/[CH:13]=[CH:23]/[N+:20]([O-:22])=[O:21])=[CH:11][CH:10]=1)[C:2]1[CH:7]=[CH:6][CH:5]=[CH:4][CH:3]=1. The catalyst class is: 5. (4) Reactant: [F:1][C:2]1[CH:3]=[CH:4][C:5]([NH:8][C:9](=O)[CH2:10][N:11]2[CH:15]=[C:14]([N+:16]([O-:18])=[O:17])[CH:13]=[N:12]2)=[N:6][CH:7]=1.Cl. The catalyst class is: 49. Product: [F:1][C:2]1[CH:3]=[CH:4][C:5]([NH:8][CH2:9][CH2:10][N:11]2[CH:15]=[C:14]([N+:16]([O-:18])=[O:17])[CH:13]=[N:12]2)=[N:6][CH:7]=1. (5) Reactant: C([O:8][C:9]1[CH:10]=[C:11]([CH:27]=[C:28]([O:30][C@@H:31]([CH3:44])[CH2:32][O:33][Si:34]([CH:41]([CH3:43])[CH3:42])([CH:38]([CH3:40])[CH3:39])[CH:35]([CH3:37])[CH3:36])[CH:29]=1)[C:12]([NH:14][C:15]1[CH:19]=[CH:18][N:17]([C:20]([O:22][C:23]([CH3:26])([CH3:25])[CH3:24])=[O:21])[N:16]=1)=[O:13])C1C=CC=CC=1. Product: [OH:8][C:9]1[CH:10]=[C:11]([CH:27]=[C:28]([O:30][C@@H:31]([CH3:44])[CH2:32][O:33][Si:34]([CH:41]([CH3:43])[CH3:42])([CH:35]([CH3:37])[CH3:36])[CH:38]([CH3:39])[CH3:40])[CH:29]=1)[C:12]([NH:14][C:15]1[CH:19]=[CH:18][N:17]([C:20]([O:22][C:23]([CH3:25])([CH3:26])[CH3:24])=[O:21])[N:16]=1)=[O:13]. The catalyst class is: 219. (6) Reactant: [Br:1][C:2]1[CH:7]=[CH:6][C:5]([CH2:8][CH:9]([NH2:11])[CH3:10])=[C:4]([Cl:12])[CH:3]=1.[F:13][CH:14]([F:24])[C:15]1[C:19]([C:20](O)=[O:21])=[CH:18][N:17]([CH3:23])[N:16]=1.N1C=CC=CC=1.P(Cl)(Cl)(Cl)=O. The catalyst class is: 6. Product: [Br:1][C:2]1[CH:7]=[CH:6][C:5]([CH2:8][CH:9]([NH:11][C:20]([C:19]2[C:15]([CH:14]([F:24])[F:13])=[N:16][N:17]([CH3:23])[CH:18]=2)=[O:21])[CH3:10])=[C:4]([Cl:12])[CH:3]=1. (7) Reactant: [CH3:1][O:2][C:3](=[O:21])[CH:4]([OH:20])[C:5]([O:18][CH3:19])([C:12]1[CH:17]=[CH:16][CH:15]=[CH:14][CH:13]=1)[C:6]1[CH:11]=[CH:10][CH:9]=[CH:8][CH:7]=1.C(O)(=O)C. Product: [CH:6]1([C:5]([CH:12]2[CH2:17][CH2:16][CH2:15][CH2:14][CH2:13]2)([O:18][CH3:19])[CH:4]([OH:20])[C:3]([O:2][CH3:1])=[O:21])[CH2:7][CH2:8][CH2:9][CH2:10][CH2:11]1. The catalyst class is: 71.